From a dataset of Peptide-MHC class II binding affinity with 134,281 pairs from IEDB. Regression. Given a peptide amino acid sequence and an MHC pseudo amino acid sequence, predict their binding affinity value. This is MHC class II binding data. (1) The peptide sequence is GLVSILASSLLRNDV. The MHC is DRB1_0101 with pseudo-sequence DRB1_0101. The binding affinity (normalized) is 0.737. (2) The peptide sequence is EEALNVALAVVTLLA. The MHC is DRB1_0802 with pseudo-sequence DRB1_0802. The binding affinity (normalized) is 0.234. (3) The peptide sequence is AEHQAIVRDVLAASD. The MHC is DRB1_0301 with pseudo-sequence DRB1_0301. The binding affinity (normalized) is 0.542. (4) The peptide sequence is AAATAGTTVTGAFAA. The MHC is HLA-DPA10103-DPB10601 with pseudo-sequence HLA-DPA10103-DPB10601. The binding affinity (normalized) is 0. (5) The peptide sequence is AAGTAAQAAVVRFQE. The MHC is HLA-DQA10301-DQB10302 with pseudo-sequence HLA-DQA10301-DQB10302. The binding affinity (normalized) is 0.345. (6) The peptide sequence is AIKVAATAANAAPAN. The MHC is DRB1_0701 with pseudo-sequence DRB1_0701. The binding affinity (normalized) is 0.479. (7) The MHC is DRB3_0202 with pseudo-sequence DRB3_0202. The binding affinity (normalized) is 0. The peptide sequence is ILRQLLTGGVKKGRPSLKLQ. (8) The peptide sequence is NLYKLHGGHVSCRVKHHHHHH. The MHC is DRB5_0101 with pseudo-sequence DRB5_0101. The binding affinity (normalized) is 0.689. (9) The peptide sequence is VFLGSAHGIPKVPPG. The MHC is HLA-DQA10301-DQB10302 with pseudo-sequence HLA-DQA10301-DQB10302. The binding affinity (normalized) is 0.0821. (10) The peptide sequence is PVQEFTVPRTKYTAT. The MHC is DRB1_1001 with pseudo-sequence DRB1_1001. The binding affinity (normalized) is 0.349.